The task is: Predict the reactants needed to synthesize the given product.. This data is from Full USPTO retrosynthesis dataset with 1.9M reactions from patents (1976-2016). (1) The reactants are: [CH3:1][O:2][C:3]1[C:8]2[C:9](=[O:13])O[CH:11]=[N:12][C:7]=2[CH:6]=[C:5]([O:14][CH3:15])[CH:4]=1.[CH3:16][O:17][C:18]1[CH:23]=[CH:22][C:21]([NH2:24])=[CH:20][CH:19]=1. Given the product [CH3:1][O:2][C:3]1[CH:4]=[C:5]([O:14][CH3:15])[CH:6]=[C:7]2[C:8]=1[C:9](=[O:13])[N:24]([C:21]1[CH:22]=[CH:23][C:18]([O:17][CH3:16])=[CH:19][CH:20]=1)[CH:11]=[N:12]2, predict the reactants needed to synthesize it. (2) Given the product [CH2:21]([O:25][CH2:26][CH2:27][CH2:28][CH2:29][CH2:30][CH2:31][N:14]1[CH2:13][C@@H:12]([C:10]2[CH:9]=[CH:8][C:6]3[O:7][C:2]([CH3:18])([CH3:1])[O:3][CH2:4][C:5]=3[CH:11]=2)[O:16][C:15]1=[O:17])[CH2:22][C:23]#[CH:24], predict the reactants needed to synthesize it. The reactants are: [CH3:1][C:2]1([CH3:18])[O:7][C:6]2[CH:8]=[CH:9][C:10]([C@H:12]3[O:16][C:15](=[O:17])[NH:14][CH2:13]3)=[CH:11][C:5]=2[CH2:4][O:3]1.[H-].[Na+].[CH2:21]([O:25][CH2:26][CH2:27][CH2:28][CH2:29][CH2:30][CH2:31]Br)[CH2:22][C:23]#[CH:24].Cl. (3) Given the product [F:1][C:2]1[CH:18]=[C:17]([N+:19]([O-:21])=[O:20])[CH:16]=[CH:15][C:3]=1[O:4][C:5]1[CH:10]=[CH:9][N:8]=[C:7]2[CH:11]=[C:12]([NH:33][C:32]3[CH:34]=[CH:35][CH:36]=[C:30]([O:29][CH3:28])[CH:31]=3)[S:13][C:6]=12, predict the reactants needed to synthesize it. The reactants are: [F:1][C:2]1[CH:18]=[C:17]([N+:19]([O-:21])=[O:20])[CH:16]=[CH:15][C:3]=1[O:4][C:5]1[CH:10]=[CH:9][N:8]=[C:7]2[CH:11]=[C:12](I)[S:13][C:6]=12.C([O-])([O-])=O.[Cs+].[Cs+].[CH3:28][O:29][C:30]1[CH:31]=[C:32]([CH:34]=[CH:35][CH:36]=1)[NH2:33].CC1(C)C2C(=C(P(C3C=CC=CC=3)C3C=CC=CC=3)C=CC=2)OC2C(P(C3C=CC=CC=3)C3C=CC=CC=3)=CC=CC1=2. (4) Given the product [CH2:10]([O:12][C:13](=[O:35])[CH2:14][N:15]1[C:23]2[C:18](=[C:19]([NH:24][C:3](=[O:5])[CH3:4])[CH:20]=[CH:21][CH:22]=2)[C:17]([S:26][C:27]2[CH:32]=[CH:31][C:30]([Cl:33])=[CH:29][CH:28]=2)=[C:16]1[CH3:34])[CH3:11], predict the reactants needed to synthesize it. The reactants are: [I-].[Na+].[C:3](OC(=O)C)(=[O:5])[CH3:4].[CH2:10]([O:12][C:13](=[O:35])[CH2:14][N:15]1[C:23]2[CH2:22][CH2:21][CH2:20][C:19](=[N:24]O)[C:18]=2[C:17]([S:26][C:27]2[CH:32]=[CH:31][C:30]([Cl:33])=[CH:29][CH:28]=2)=[C:16]1[CH3:34])[CH3:11].S([O-])([O-])(=O)=S.[Na+].[Na+]. (5) Given the product [CH3:34][O:35][C:36]1[CH:41]=[C:40]([O:42][CH3:43])[CH:39]=[CH:38][C:37]=1[CH2:44][N:45]1[C:24](=[O:25])[C:19]2[C:18]([C:28]3[CH:29]=[N:30][N:31]([CH3:33])[CH:32]=3)=[N:17][C:16]([NH:15][C@@H:10]3[CH2:11][CH2:12][CH2:13][CH2:14][C@@H:9]3[NH:8][C:6](=[O:7])[O:5][C:1]([CH3:3])([CH3:2])[CH3:4])=[N:21][C:20]=2[CH2:22]1, predict the reactants needed to synthesize it. The reactants are: [C:1]([O:5][C:6]([NH:8][C@H:9]1[CH2:14][CH2:13][CH2:12][CH2:11][C@H:10]1[NH:15][C:16]1[N:21]=[C:20]([CH:22]=O)[C:19]([C:24](OC)=[O:25])=[C:18]([C:28]2[CH:29]=[N:30][N:31]([CH3:33])[CH:32]=2)[N:17]=1)=[O:7])([CH3:4])([CH3:3])[CH3:2].[CH3:34][O:35][C:36]1[CH:41]=[C:40]([O:42][CH3:43])[CH:39]=[CH:38][C:37]=1[CH2:44][NH2:45].C([O-])(=O)C.[Na+].C([BH3-])#N.[Na+]. (6) Given the product [N:8]1([CH2:13][CH2:14][O:15][C:16]2[CH:21]=[CH:20][C:19]([NH:22][C:23]3[N:38]=[C:26]4[CH:27]=[CH:28][CH:29]=[C:30]([C:31]5[CH:36]=[CH:35][CH:34]=[C:33]([O:37][CH2:1][CH:2]6[CH2:3][CH2:4][CH2:5][O:6]6)[CH:32]=5)[N:25]4[N:24]=3)=[CH:18][CH:17]=2)[CH2:9][CH2:10][CH2:11][CH2:12]1, predict the reactants needed to synthesize it. The reactants are: [CH2:1](Br)[CH:2]1[O:6][CH2:5][CH2:4][CH2:3]1.[N:8]1([CH2:13][CH2:14][O:15][C:16]2[CH:21]=[CH:20][C:19]([NH:22][C:23]3[N:38]=[C:26]4[CH:27]=[CH:28][CH:29]=[C:30]([C:31]5[CH:32]=[C:33]([OH:37])[CH:34]=[CH:35][CH:36]=5)[N:25]4[N:24]=3)=[CH:18][CH:17]=2)[CH2:12][CH2:11][CH2:10][CH2:9]1.C(=O)([O-])[O-].[K+].[K+].